The task is: Predict the product of the given reaction.. This data is from Forward reaction prediction with 1.9M reactions from USPTO patents (1976-2016). (1) Given the reactants [NH:1]([C:8]1[C:16]2[CH:15]=[CH:14][C:13](=[O:17])[N:12]([C:18]3[CH:22]=[CH:21][S:20][CH:19]=3)[C:11]=2[S:10][C:9]=1[C:23]([O:25]CC)=O)[C:2]1[CH:7]=[CH:6][CH:5]=[CH:4][CH:3]=1.C(OCCO)C.[NH3:34], predict the reaction product. The product is: [NH:1]([C:8]1[C:16]2[CH:15]=[CH:14][C:13](=[O:17])[N:12]([C:18]3[CH:22]=[CH:21][S:20][CH:19]=3)[C:11]=2[S:10][C:9]=1[C:23]([NH2:34])=[O:25])[C:2]1[CH:3]=[CH:4][CH:5]=[CH:6][CH:7]=1. (2) Given the reactants NC(N)=O.[C:5]([O:9][C:10]([NH:12][CH2:13][CH2:14][NH:15][S:16]([C:19]1[C:24]([Cl:25])=[CH:23][CH:22]=[C:21]([NH2:26])[C:20]=1[OH:27])(=[O:18])=[O:17])=[O:11])([CH3:8])([CH3:7])[CH3:6].[Br:28][C:29]1[CH:34]=[CH:33][CH:32]=[CH:31][C:30]=1[N:35]=[C:36]=[O:37], predict the reaction product. The product is: [Br:28][C:29]1[CH:34]=[CH:33][CH:32]=[CH:31][C:30]=1[NH:35][C:36]([NH:26][C:21]1[CH:22]=[CH:23][C:24]([Cl:25])=[C:19]([S:16]([NH:15][CH2:14][CH2:13][NH:12][C:10]([O:9][C:5]([CH3:8])([CH3:6])[CH3:7])=[O:11])(=[O:18])=[O:17])[C:20]=1[OH:27])=[O:37]. (3) The product is: [NH2:18][C:16]1[NH:15][N:14]=[C:13]([NH:12][C:5]2[CH:6]=[C:7]([C:8]([F:11])([F:10])[F:9])[C:2]([C:55]3[CH:60]=[CH:59][C:58]([S:61]([N:64]4[CH2:67][CH:66]([OH:68])[CH2:65]4)(=[O:63])=[O:62])=[CH:57][CH:56]=3)=[C:3]([Cl:19])[CH:4]=2)[N:17]=1. Given the reactants Br[C:2]1[C:7]([C:8]([F:11])([F:10])[F:9])=[CH:6][C:5]([NH:12][C:13]2[N:17]=[C:16]([NH2:18])[NH:15][N:14]=2)=[CH:4][C:3]=1[Cl:19].CN1C(C)(C)CC(SC2C=CC(B3OC(C)(C)C(C)(C)O3)=CC=2)CC1(C)C.CC1(C)C(C)(C)OB([C:55]2[CH:60]=[CH:59][C:58]([S:61]([N:64]3[CH2:67][CH:66]([OH:68])[CH2:65]3)(=[O:63])=[O:62])=[CH:57][CH:56]=2)O1.C([O-])([O-])=O.[K+].[K+], predict the reaction product. (4) Given the reactants [CH:1]1[CH:2]=[CH:3][C:4]2[N:11]=[CH:10][NH:9][C:7](=O)[C:5]=2[CH:6]=1.P(Cl)(Cl)([Cl:14])=O.C(=O)(O)[O-].[Na+], predict the reaction product. The product is: [Cl:14][C:7]1[C:5]2[C:4](=[CH:3][CH:2]=[CH:1][CH:6]=2)[N:11]=[CH:10][N:9]=1.